Dataset: Full USPTO retrosynthesis dataset with 1.9M reactions from patents (1976-2016). Task: Predict the reactants needed to synthesize the given product. (1) Given the product [C:13]([O:12][C:10]([N:6]1[CH:7]=[CH:8][C:3](=[O:2])[CH2:4][CH:5]1[CH2:25][CH:19]1[CH2:24][CH2:23][CH2:22][CH2:21][CH2:20]1)=[O:11])([CH3:18])([CH3:28])[CH3:14], predict the reactants needed to synthesize it. The reactants are: C[O:2][C:3]1[CH:8]=[CH:7][N:6]=[CH:5][CH:4]=1.Cl[C:10]([O:12][C:13]1[CH:18]=CC=C[CH:14]=1)=[O:11].[CH:19]1([CH2:25][Mg]Br)[CH2:24][CH2:23][CH2:22][CH2:21][CH2:20]1.[C:28](O[K])(C)(C)C. (2) Given the product [CH3:23][O:24][C:25]1[CH:26]=[C:27]([C:37]#[C:38][CH2:39][CH2:40][CH2:41][CH:42]=[O:43])[CH:28]=[CH:29][C:30]=1[N:31]1[CH:35]=[N:34][C:33]([CH3:36])=[N:32]1, predict the reactants needed to synthesize it. The reactants are: CC(OI1(OC(C)=O)(OC(C)=O)OC(=O)C2C=CC=CC1=2)=O.[CH3:23][O:24][C:25]1[CH:26]=[C:27]([C:37]#[C:38][CH2:39][CH2:40][CH2:41][CH2:42][OH:43])[CH:28]=[CH:29][C:30]=1[N:31]1[CH:35]=[N:34][C:33]([CH3:36])=[N:32]1.C(=O)([O-])O.[Na+].S([O-])([O-])(=O)=S.[Na+].[Na+]. (3) Given the product [F:1][C:2]1[CH:7]=[CH:6][C:5]([O:8][C:9](=[O:24])[N:10]([C@H:12]2[C@H:16]([C:17]3[CH:22]=[CH:21][C:20]([Cl:23])=[CH:19][CH:18]=3)[CH2:15][N:14]([C:38]([CH:35]3[CH2:36][CH2:37][N:32]([C:29]4[N:30]=[N:31][C:26]([Cl:25])=[CH:27][CH:28]=4)[CH2:33][CH2:34]3)=[O:39])[CH2:13]2)[CH3:11])=[CH:4][CH:3]=1, predict the reactants needed to synthesize it. The reactants are: [F:1][C:2]1[CH:7]=[CH:6][C:5]([O:8][C:9](=[O:24])[N:10]([C@H:12]2[C@H:16]([C:17]3[CH:22]=[CH:21][C:20]([Cl:23])=[CH:19][CH:18]=3)[CH2:15][NH:14][CH2:13]2)[CH3:11])=[CH:4][CH:3]=1.[Cl:25][C:26]1[N:31]=[N:30][C:29]([N:32]2[CH2:37][CH2:36][CH:35]([C:38](O)=[O:39])[CH2:34][CH2:33]2)=[CH:28][CH:27]=1. (4) Given the product [NH:1]1[C:5]2[CH:6]=[CH:7][C:8]([N:10]3[CH:21]([C:20]4[CH:23]=[CH:24][C:17]([N:14]5[CH2:15][CH2:16][O:11][CH2:12][CH2:13]5)=[CH:18][CH:19]=4)[CH2:32][NH:31][C:36]3=[O:37])=[CH:9][C:4]=2[N:3]=[CH:2]1, predict the reactants needed to synthesize it. The reactants are: [NH:1]1[C:5]2[CH:6]=[CH:7][C:8]([NH2:10])=[CH:9][C:4]=2[N:3]=[CH:2]1.[O:11]1[CH2:16][CH2:15][N:14]([C:17]2[CH:24]=[CH:23][C:20]([CH:21]=O)=[CH:19][CH:18]=2)[CH2:13][CH2:12]1.[Si](C#N)(C)(C)C.[N:31]1([C:36](N2C=CN=C2)=[O:37])C=CN=[CH:32]1. (5) Given the product [C:1]([C:5]1[CH:10]=[C:9]([CH:11]([NH:16][CH3:17])[C:12]([F:15])([F:14])[F:13])[C:8]([O:18][CH3:19])=[C:7]([CH:6]=1)[NH2:20])([CH3:4])([CH3:2])[CH3:3], predict the reactants needed to synthesize it. The reactants are: [C:1]([C:5]1[CH:6]=[C:7]([N+:20]([O-])=O)[C:8]([O:18][CH3:19])=[C:9]([CH:11]([NH:16][CH3:17])[C:12]([F:15])([F:14])[F:13])[CH:10]=1)([CH3:4])([CH3:3])[CH3:2]. (6) The reactants are: [C:1]([N:8]1[CH:12]=[CH:11]N=[CH:9]1)([N:3]1[CH:7]=[CH:6]N=C1)=[S:2].[CH2:13]([CH:20]1[CH2:25]CNCC1)[C:14]1[CH:19]=[CH:18][CH:17]=[CH:16][CH:15]=1.CI.Cl.[NH2:29][CH2:30][C:31]1[CH:38]=[CH:37]C(C#N)=[CH:33][CH:32]=1.CCN(C(C)C)C(C)C. Given the product [CH2:13]([CH:20]1[CH2:25][CH2:9][N:8]([C:1](=[S:2])[NH:3][CH2:7][C:6]2[CH:37]=[CH:38][C:31]([C:30]#[N:29])=[CH:32][CH:33]=2)[CH2:12][CH2:11]1)[C:14]1[CH:15]=[CH:16][CH:17]=[CH:18][CH:19]=1, predict the reactants needed to synthesize it.